From a dataset of Reaction yield outcomes from USPTO patents with 853,638 reactions. Predict the reaction yield, written as a fraction of the theoretical maximum amount of product (1.0 means a 100% yield; for example, 0.34 means a 34% yield). (1) The reactants are [Cl:1][C:2]1[CH:10]=[CH:9][C:8]([C:11]2[CH:12]=[CH:13][C:14]3[O:18][C:17]([C:19]4[CH:24]=[CH:23][C:22]([F:25])=[CH:21][CH:20]=4)=[C:16]([C:26](=[O:29])[NH:27][CH3:28])[C:15]=3[CH:30]=2)=[CH:7][C:3]=1[C:4]([OH:6])=O.[CH3:31][CH:32]([CH3:35])[CH2:33][NH2:34].C(N(C(C)C)C(C)C)C.CN(C(ON1N=NC2C=CC=NC1=2)=[N+](C)C)C.F[P-](F)(F)(F)(F)F. The yield is 0.480. The catalyst is ClCCl.C(#N)C.CN(C=O)C. The product is [Cl:1][C:2]1[CH:10]=[CH:9][C:8]([C:11]2[CH:12]=[CH:13][C:14]3[O:18][C:17]([C:19]4[CH:20]=[CH:21][C:22]([F:25])=[CH:23][CH:24]=4)=[C:16]([C:26]([NH:27][CH3:28])=[O:29])[C:15]=3[CH:30]=2)=[CH:7][C:3]=1[C:4](=[O:6])[NH:34][CH2:33][CH:32]([CH3:35])[CH3:31]. (2) The reactants are O[CH2:2][C:3]1[CH:8]=[CH:7][C:6]([O:9][C:10](=[O:19])[N:11]([CH3:18])[C:12]2[CH:17]=[CH:16][CH:15]=[CH:14][CH:13]=2)=[CH:5][CH:4]=1.[OH:20][C:21]1[CH:26]=[CH:25][CH:24]=[CH:23][N:22]=1. No catalyst specified. The product is [O:20]=[C:21]1[CH:26]=[CH:25][CH:24]=[CH:23][N:22]1[CH2:2][C:3]1[CH:8]=[CH:7][C:6]([O:9][C:10](=[O:19])[N:11]([CH3:18])[C:12]2[CH:17]=[CH:16][CH:15]=[CH:14][CH:13]=2)=[CH:5][CH:4]=1. The yield is 0.660. (3) The reactants are C(=O)([O-])[O-].[Ca+2].[C:6](Cl)(Cl)=[S:7].[Cl:10][C:11]1[CH:12]=[C:13]([CH:15]=[CH:16][C:17]=1[S:18]([C:21]([F:24])([F:23])[F:22])(=[O:20])=[O:19])[NH2:14].Cl. The catalyst is ClCCl.O. The product is [Cl:10][C:11]1[CH:12]=[C:13]([N:14]=[C:6]=[S:7])[CH:15]=[CH:16][C:17]=1[S:18]([C:21]([F:24])([F:22])[F:23])(=[O:19])=[O:20]. The yield is 0.720. (4) The reactants are [NH:1]1[C:5]2=[CH:6][N:7]=[CH:8][CH:9]=[C:4]2[CH:3]=[CH:2]1.C(N(CC)CC)C.[C:17](O[C:17]([O:19][C:20]([CH3:23])([CH3:22])[CH3:21])=[O:18])([O:19][C:20]([CH3:23])([CH3:22])[CH3:21])=[O:18].O. The catalyst is C(Cl)Cl. The product is [N:1]1([C:17]([O:19][C:20]([CH3:23])([CH3:22])[CH3:21])=[O:18])[C:5]2=[CH:6][N:7]=[CH:8][CH:9]=[C:4]2[CH:3]=[CH:2]1. The yield is 0.953. (5) The yield is 0.220. The reactants are [NH2:1][C:2]1[CH:7]=[CH:6][CH:5]=[CH:4][C:3]=1[S:8]([NH2:11])(=[O:10])=[O:9].[I:12]N1C(=O)CCC1=O. The catalyst is C(Cl)(Cl)Cl. The product is [NH2:1][C:2]1[CH:7]=[CH:6][C:5]([I:12])=[CH:4][C:3]=1[S:8]([NH2:11])(=[O:9])=[O:10]. (6) The reactants are [CH3:1][O:2][C:3](=[O:14])[C:4](=[N+:12]=[N-:13])[C:5](=[O:11])[CH2:6][C:7](OC)=[O:8].C1(P(C2C=CC=CC=2)C2C=CC=CC=2)C=CC=CC=1.C(OCC)(=O)C. The catalyst is C(OCC)C. The product is [CH3:1][O:2][C:3]([C:4]1[N:12]=[N:13][C:7]([OH:8])=[CH:6][C:5]=1[OH:11])=[O:14]. The yield is 0.300. (7) The reactants are [C:1]1([C:9]([O:11]CC)=[O:10])([C:4]([O:6][CH2:7][CH3:8])=[O:5])[CH2:3][CH2:2]1.C(O)C. The catalyst is [OH-].[Na+]. The product is [CH2:7]([O:6][C:4]([C:1]1([C:9]([OH:11])=[O:10])[CH2:2][CH2:3]1)=[O:5])[CH3:8]. The yield is 0.940.